This data is from Reaction yield outcomes from USPTO patents with 853,638 reactions. The task is: Predict the reaction yield, written as a fraction of the theoretical maximum amount of product (1.0 means a 100% yield; for example, 0.34 means a 34% yield). (1) The reactants are [CH2:1]([C:3]1[NH:7][C:6]([C:8]([NH:10][C@H:11]2[CH2:16][CH2:15][N:14]([C:17]3[S:18][C:19]([CH3:27])=[C:20]([C:22]([O:24]CC)=[O:23])[N:21]=3)[CH2:13][C@H:12]2[O:28][CH3:29])=[O:9])=[N:5][C:4]=1[C:30]([F:33])([F:32])[F:31])[CH3:2].[OH-].[Na+]. The catalyst is CO. The product is [CH2:1]([C:3]1[NH:7][C:6]([C:8]([NH:10][C@H:11]2[CH2:16][CH2:15][N:14]([C:17]3[S:18][C:19]([CH3:27])=[C:20]([C:22]([OH:24])=[O:23])[N:21]=3)[CH2:13][C@H:12]2[O:28][CH3:29])=[O:9])=[N:5][C:4]=1[C:30]([F:33])([F:31])[F:32])[CH3:2]. The yield is 0.870. (2) The reactants are [NH2:1][C@@H:2]1[CH:7]2[CH2:8][CH2:9][N:4]([CH2:5][CH2:6]2)[C@H:3]1[CH2:10][C:11]1[CH:12]=[N:13][CH:14]=[CH:15][CH:16]=1.C(O)C.[C:20]1([CH3:47])[CH:25]=[CH:24][C:23]([C:26]([C@:28]([C:44]([OH:46])=[O:45])([OH:43])[C@:29]([C:34]([C:36]2[CH:41]=[CH:40][C:39]([CH3:42])=[CH:38][CH:37]=2)=[O:35])([OH:33])[C:30]([OH:32])=[O:31])=[O:27])=[CH:22][CH:21]=1. The catalyst is C(O)C.O. The product is [C:20]1([CH3:47])[CH:25]=[CH:24][C:23]([C:26]([C@:28]([C:44]([OH:46])=[O:45])([OH:43])[C@:29]([C:34]([C:36]2[CH:37]=[CH:38][C:39]([CH3:42])=[CH:40][CH:41]=2)=[O:35])([OH:33])[C:30]([OH:32])=[O:31])=[O:27])=[CH:22][CH:21]=1.[NH2:1][C@@H:2]1[CH:7]2[CH2:6][CH2:5][N:4]([CH2:9][CH2:8]2)[C@H:3]1[CH2:10][C:11]1[CH:12]=[N:13][CH:14]=[CH:15][CH:16]=1. The yield is 0.581. (3) The reactants are [F:1][C:2]1[CH:3]=[C:4]2[C:9](=[CH:10][CH:11]=1)[N:8]=[C:7]([NH:12][C:13](=[O:17])OCC)[C:6]([O:18][CH3:19])=[N:5]2.[CH3:20][O:21][C:22]1[CH:23]=[C:24]([N:28]2[CH2:33][CH2:32][NH:31][CH2:30][CH2:29]2)[CH:25]=[CH:26][CH:27]=1. No catalyst specified. The product is [F:1][C:2]1[CH:3]=[C:4]2[C:9](=[CH:10][CH:11]=1)[N:8]=[C:7]([NH:12][C:13]([N:31]1[CH2:30][CH2:29][N:28]([C:24]3[CH:25]=[CH:26][CH:27]=[C:22]([O:21][CH3:20])[CH:23]=3)[CH2:33][CH2:32]1)=[O:17])[C:6]([O:18][CH3:19])=[N:5]2. The yield is 0.770. (4) The reactants are [C:1]([C:5]1[CH:9]=[C:8]([NH:10][C:11](=[O:16])[C:12]([F:15])([F:14])[F:13])[N:7]([CH2:17][CH:18]2[CH2:20][CH2:19]2)[N:6]=1)([CH3:4])([CH3:3])[CH3:2].S(OC)(O[CH3:25])(=O)=O.C(OCC)(=O)C.CO. The catalyst is C1(C)C=CC=CC=1.C(N(CC)CC)C. The product is [C:1]([C:5]1[N:6]([CH3:25])[N:7]([CH2:17][CH:18]2[CH2:19][CH2:20]2)/[C:8](=[N:10]/[C:11](=[O:16])[C:12]([F:15])([F:14])[F:13])/[CH:9]=1)([CH3:4])([CH3:2])[CH3:3]. The yield is 0.720.